Dataset: Full USPTO retrosynthesis dataset with 1.9M reactions from patents (1976-2016). Task: Predict the reactants needed to synthesize the given product. (1) Given the product [N+:14]([C:11]1[CH:12]=[CH:13][C:8]([N:1]2[CH2:6][CH2:5][CH2:4][CH2:3][CH2:2]2)=[CH:9][CH:10]=1)([O-:16])=[O:15], predict the reactants needed to synthesize it. The reactants are: [NH:1]1[CH2:6][CH2:5][CH2:4][CH2:3][CH2:2]1.F[C:8]1[CH:13]=[CH:12][C:11]([N+:14]([O-:16])=[O:15])=[CH:10][CH:9]=1. (2) The reactants are: [C:1]([C:3]1[CH:11]=[CH:10][CH:9]=[C:8]2[C:4]=1[CH:5]=[CH:6][NH:7]2)#[N:2].C(N(C(C)C)CC)(C)C.[C:21]1([CH3:31])[CH:26]=[CH:25][C:24]([S:27](Cl)(=[O:29])=[O:28])=[CH:23][CH:22]=1. Given the product [S:27]([N:7]1[C:8]2[CH:9]=[CH:10][CH:11]=[C:3]([C:1]#[N:2])[C:4]=2[CH:5]=[CH:6]1)([C:24]1[CH:25]=[CH:26][C:21]([CH3:31])=[CH:22][CH:23]=1)(=[O:29])=[O:28], predict the reactants needed to synthesize it.